From a dataset of Catalyst prediction with 721,799 reactions and 888 catalyst types from USPTO. Predict which catalyst facilitates the given reaction. (1) Reactant: [Br-].[F:2][C:3]1[CH:4]=[C:5]([CH:26]=[CH:27][CH:28]=1)[CH2:6][P+](C1C=CC=CC=1)(C1C=CC=CC=1)C1C=CC=CC=1.CC(C)([O-])C.[Na+].O=[C:36]1[CH2:41][CH2:40][CH2:39][N:38]([C:42]([O:44][C:45]([CH3:48])([CH3:47])[CH3:46])=[O:43])[CH2:37]1. Product: [F:2][C:3]1[CH:4]=[C:5]([CH:26]=[CH:27][CH:28]=1)[CH:6]=[C:40]1[CH2:41][CH2:36][CH2:37][N:38]([C:42]([O:44][C:45]([CH3:48])([CH3:47])[CH3:46])=[O:43])[CH2:39]1. The catalyst class is: 20. (2) Reactant: [CH3:1][CH:2]([O:4][C:5]1[CH:6]=[CH:7][C:8]2[NH:12][C:11](=[O:13])[N:10]([CH:14]3[CH2:19][CH2:18][N:17](C(OC(C)(C)C)=O)[CH2:16][CH2:15]3)[C:9]=2[CH:27]=1)[CH3:3].FC(F)(F)C(O)=O. Product: [CH3:3][CH:2]([O:4][C:5]1[CH:6]=[CH:7][C:8]2[NH:12][C:11](=[O:13])[N:10]([CH:14]3[CH2:15][CH2:16][NH:17][CH2:18][CH2:19]3)[C:9]=2[CH:27]=1)[CH3:1]. The catalyst class is: 4. (3) Reactant: [F:1][C:2]([F:12])([F:11])[O:3][C:4]1[CH:5]=[C:6]([SH:10])[CH:7]=[CH:8][CH:9]=1.[CH3:13][C:14]1([CH3:23])[O:18][C@@H:17]2[CH2:19][O:20][C:21](=[O:22])[C@@H:16]2[O:15]1.C(=O)([O-])[O-].[K+].[K+].CCOC(C)=O. Product: [CH3:13][C:14]1([CH3:23])[O:15][C@@H:16]([C:21]([OH:22])=[O:20])[C@@H:17]([CH2:19][S:10][C:6]2[CH:7]=[CH:8][CH:9]=[C:4]([O:3][C:2]([F:1])([F:11])[F:12])[CH:5]=2)[O:18]1. The catalyst class is: 3. (4) Reactant: [CH:1]1([O:6][C:7]2[CH:8]=[C:9]([N:15]([CH2:27][C:28]3[CH:29]=[N:30][CH:31]=[CH:32][CH:33]=3)[C:16]3[CH:17]=[CH:18][C:19](O)=[C:20]([CH:25]=3)[C:21]([NH:23][OH:24])=[O:22])[CH:10]=[CH:11][C:12]=2[O:13][CH3:14])[CH2:5][CH2:4][CH2:3][CH2:2]1.C1(P(C2C=CC=CC=2)C2C=CC=CC=2)C=CC=CC=1.C1COCC1.CCOC(/N=N/C(OCC)=O)=O. Product: [CH:1]1([O:6][C:7]2[CH:8]=[C:9]([N:15]([CH2:27][C:28]3[CH:29]=[N:30][CH:31]=[CH:32][CH:33]=3)[C:16]3[CH:17]=[CH:18][C:19]4[O:24][NH:23][C:21](=[O:22])[C:20]=4[CH:25]=3)[CH:10]=[CH:11][C:12]=2[O:13][CH3:14])[CH2:5][CH2:4][CH2:3][CH2:2]1. The catalyst class is: 2. (5) The catalyst class is: 4. Reactant: [N:1]1[C:10]2[C:5](=[CH:6][C:7]([CH2:11][N:12]3[C:16]4=[N:17][C:18]([C:21]5[CH:22]=[N:23][N:24]([CH:26]6[CH2:31][CH2:30][N:29](C(OC(C)(C)C)=O)[CH2:28][CH2:27]6)[CH:25]=5)=[CH:19][CH:20]=[C:15]4[N:14]=[N:13]3)=[CH:8][CH:9]=2)[CH:4]=[CH:3][CH:2]=1.C(O)(C(F)(F)F)=O.[OH-].[Na+]. Product: [NH:29]1[CH2:28][CH2:27][CH:26]([N:24]2[CH:25]=[C:21]([C:18]3[N:17]=[C:16]4[N:12]([CH2:11][C:7]5[CH:6]=[C:5]6[C:10](=[CH:9][CH:8]=5)[N:1]=[CH:2][CH:3]=[CH:4]6)[N:13]=[N:14][C:15]4=[CH:20][CH:19]=3)[CH:22]=[N:23]2)[CH2:31][CH2:30]1. (6) Reactant: [H-].[Na+].[OH:3][C:4]([CH3:10])([CH3:9])[C:5]([O:7][CH3:8])=[O:6].[I:11][C:12]1[CH:19]=[CH:18][C:15]([CH2:16]Br)=[CH:14][CH:13]=1.C1(C)C=CC=CC=1. Product: [I:11][C:12]1[CH:19]=[CH:18][C:15]([CH2:16][O:3][C:4]([CH3:10])([CH3:9])[C:5]([O:7][CH3:8])=[O:6])=[CH:14][CH:13]=1. The catalyst class is: 18.